From a dataset of Forward reaction prediction with 1.9M reactions from USPTO patents (1976-2016). Predict the product of the given reaction. (1) Given the reactants [Si:1]([O:8][C@H:9]1[CH2:13][N:12]([C:14]([O:16][C:17]([CH3:20])([CH3:19])[CH3:18])=[O:15])[C@H:11](/[CH:21]=[CH:22]/[C:23]([O:25][CH2:26][CH3:27])=[O:24])[CH2:10]1)([C:4]([CH3:7])([CH3:6])[CH3:5])([CH3:3])[CH3:2], predict the reaction product. The product is: [Si:1]([O:8][C@H:9]1[CH2:13][N:12]([C:14]([O:16][C:17]([CH3:18])([CH3:19])[CH3:20])=[O:15])[C@H:11]([CH2:21][CH2:22][C:23]([O:25][CH2:26][CH3:27])=[O:24])[CH2:10]1)([C:4]([CH3:7])([CH3:6])[CH3:5])([CH3:3])[CH3:2]. (2) Given the reactants [CH2:1]([O:8][C:9]1[C:10]([C:30]([O:32][C:33]([CH3:36])([CH3:35])[CH3:34])=[O:31])=[N:11][C:12]([CH2:16][CH:17]2[CH2:22][CH2:21][N:20]([C:23]3[CH:28]=[CH:27][C:26](Br)=[CH:25][N:24]=3)[CH2:19][CH2:18]2)=[N:13][C:14]=1[CH3:15])[C:2]1[CH:7]=[CH:6][CH:5]=[CH:4][CH:3]=1.CC1(C)C(C)(C)OB(B2OC(C)(C)C(C)(C)O2)O1.C([O-])(=O)C.[K+].Br.Br[CH2:62][C:63]1[CH:64]=[N:65][CH:66]=[CH:67][CH:68]=1.C(=O)([O-])[O-].[Na+].[Na+], predict the reaction product. The product is: [CH2:1]([O:8][C:9]1[C:10]([C:30]([O:32][C:33]([CH3:36])([CH3:35])[CH3:34])=[O:31])=[N:11][C:12]([CH2:16][CH:17]2[CH2:22][CH2:21][N:20]([C:23]3[CH:28]=[CH:27][C:26]([CH2:62][C:63]4[CH:64]=[N:65][CH:66]=[CH:67][CH:68]=4)=[CH:25][N:24]=3)[CH2:19][CH2:18]2)=[N:13][C:14]=1[CH3:15])[C:2]1[CH:7]=[CH:6][CH:5]=[CH:4][CH:3]=1.